Predict the reactants needed to synthesize the given product. From a dataset of Full USPTO retrosynthesis dataset with 1.9M reactions from patents (1976-2016). (1) The reactants are: I[C:2]1[S:6][C:5]([NH:7][C:8](=[O:10])[CH3:9])=[N:4][C:3]=1[CH3:11].Br[C:13]1[CH:14]=[C:15]([S:19]([NH:22][CH2:23][CH2:24][N:25]2[CH2:30][CH2:29][O:28][CH2:27][CH2:26]2)(=[O:21])=[O:20])[CH:16]=[N:17][CH:18]=1. Given the product [CH3:11][C:3]1[N:4]=[C:5]([NH:7][C:8](=[O:10])[CH3:9])[S:6][C:2]=1[C:13]1[CH:18]=[N:17][CH:16]=[C:15]([S:19]([NH:22][CH2:23][CH2:24][N:25]2[CH2:30][CH2:29][O:28][CH2:27][CH2:26]2)(=[O:21])=[O:20])[CH:14]=1, predict the reactants needed to synthesize it. (2) Given the product [CH2:15]([O:14][C:13]1[C:7]2[CH:6]=[C:5]([C:3]([N:2]([CH3:17])[CH3:1])=[O:4])[S:9][C:8]=2[CH:10]=[CH:11][CH:12]=1)[C@H:30]1[O:31][CH2:29]1, predict the reactants needed to synthesize it. The reactants are: [CH3:1][N:2]([CH3:17])[C:3]([C:5]1[S:9][C:8]2[CH:10]=[CH:11][CH:12]=[C:13]([O:14][CH2:15]O)[C:7]=2[CH:6]=1)=[O:4].C(=O)([O-])[O-].[K+].[K+].S(C1C=CC([N+]([O-])=O)=CC=1)(OC[C@H:29]1[O:31][CH2:30]1)(=O)=O. (3) Given the product [C:1]([O:5][C:6]([N:8]1[CH2:13][CH2:12][CH:11]([O:14][CH2:15][C:16]2[O:20][N:19]=[C:18]([C:21]3[CH:26]=[CH:25][C:24]([NH:27][C:36](=[O:39])[CH2:37][CH3:38])=[C:23]([F:28])[CH:22]=3)[N:17]=2)[CH2:10][CH2:9]1)=[O:7])([CH3:4])([CH3:2])[CH3:3], predict the reactants needed to synthesize it. The reactants are: [C:1]([O:5][C:6]([N:8]1[CH2:13][CH2:12][CH:11]([O:14][CH2:15][C:16]2[O:20][N:19]=[C:18]([C:21]3[CH:26]=[CH:25][C:24]([NH2:27])=[C:23]([F:28])[CH:22]=3)[N:17]=2)[CH2:10][CH2:9]1)=[O:7])([CH3:4])([CH3:3])[CH3:2].C(N(CC)CC)C.[C:36](Cl)(=[O:39])[CH2:37][CH3:38].